From a dataset of Forward reaction prediction with 1.9M reactions from USPTO patents (1976-2016). Predict the product of the given reaction. Given the reactants [OH:1][C:2]1[CH:3]=[CH:4][C:5]([C:8]2[S:9][C:10]([C:13]([O:15][CH3:16])=[O:14])=[CH:11][N:12]=2)=[N:6][CH:7]=1.O[C@H:18]1[CH2:22][CH2:21][NH:20][C:19]1=[O:23].C1C=CC(P(C2C=CC=CC=2)C2C=CC=CC=2)=CC=1.CCOC(/N=N/C(OCC)=O)=O, predict the reaction product. The product is: [O:23]=[C:19]1[C@H:18]([O:1][C:2]2[CH:3]=[CH:4][C:5]([C:8]3[S:9][C:10]([C:13]([O:15][CH3:16])=[O:14])=[CH:11][N:12]=3)=[N:6][CH:7]=2)[CH2:22][CH2:21][NH:20]1.